From a dataset of Reaction yield outcomes from USPTO patents with 853,638 reactions. Predict the reaction yield, written as a fraction of the theoretical maximum amount of product (1.0 means a 100% yield; for example, 0.34 means a 34% yield). (1) The reactants are CON(C)[C:4](=[O:18])[CH:5]([O:16][CH3:17])[C:6]1[CH:15]=[CH:14][CH:13]=[C:12]2[C:7]=1[CH:8]=[CH:9][CH:10]=[N:11]2.[Br:20][C:21]1[C:26]([O:27][CH3:28])=[CH:25][C:24]([C:29]2[O:30][CH:31]=[CH:32][CH:33]=2)=[CH:23][C:22]=1[O:34][CH3:35]. No catalyst specified. The product is [Br:20][C:21]1[C:22]([O:34][CH3:35])=[CH:23][C:24]([C:29]2[O:30][C:31]([C:4](=[O:18])[CH:5]([O:16][CH3:17])[C:6]3[CH:15]=[CH:14][CH:13]=[C:12]4[C:7]=3[CH:8]=[CH:9][CH:10]=[N:11]4)=[CH:32][CH:33]=2)=[CH:25][C:26]=1[O:27][CH3:28]. The yield is 0.460. (2) The reactants are Br[C:2]1[C:27]([F:28])=[CH:26][C:5]([O:6][CH:7]2[CH2:11][CH2:10][N:9]([CH:12]3[CH2:17][CH2:16][N:15]([C:18]([O:20][C:21]([CH3:24])([CH3:23])[CH3:22])=[O:19])[CH2:14][CH2:13]3)[C:8]2=[O:25])=[C:4]([F:29])[CH:3]=1.[CH3:30][S:31]([O-:33])=[O:32].[Na+].[C@H]1(N)CCCC[C@@H]1N.O. The catalyst is CS(C)=O. The product is [F:29][C:4]1[CH:3]=[C:2]([S:31]([CH3:30])(=[O:33])=[O:32])[C:27]([F:28])=[CH:26][C:5]=1[O:6][CH:7]1[CH2:11][CH2:10][N:9]([CH:12]2[CH2:17][CH2:16][N:15]([C:18]([O:20][C:21]([CH3:24])([CH3:23])[CH3:22])=[O:19])[CH2:14][CH2:13]2)[C:8]1=[O:25]. The yield is 0.480. (3) The reactants are [Na].[CH2:2]([C:5]1[N:6]([C:10]2[N:18]=[CH:17][N:16]=[C:15]3[C:11]=2[NH:12][CH:13]=[N:14]3)[CH:7]=[CH:8][N:9]=1)[CH2:3][CH3:4].[C:19]1([CH3:45])[CH:24]=[CH:23][C:22]([C:25]([O:27][C@@H:28]2[C@@H:32]([CH2:33][O:34][C:35]([C:37]3[CH:42]=[CH:41][C:40]([CH3:43])=[CH:39][CH:38]=3)=[O:36])[O:31][C@H:30](Cl)[CH2:29]2)=[O:26])=[CH:21][CH:20]=1. The catalyst is CC#N.C1(C)C=CC=CC=1. The product is [C:19]1([CH3:45])[CH:20]=[CH:21][C:22]([C:25]([O:27][C@@H:28]2[C@@H:32]([CH2:33][O:34][C:35]([C:37]3[CH:38]=[CH:39][C:40]([CH3:43])=[CH:41][CH:42]=3)=[O:36])[O:31][C@@H:30]([N:14]3[CH:13]=[N:12][C:11]4[C:15]3=[N:16][CH:17]=[N:18][C:10]=4[N:6]3[CH:7]=[CH:8][N:9]=[C:5]3[CH2:2][CH2:3][CH3:4])[CH2:29]2)=[O:26])=[CH:23][CH:24]=1. The yield is 0.530. (4) The reactants are [CH3:1][C:2]1[N:3]=[C:4]2[CH:9]=[CH:8][C:7]([O:10]C)=[CH:6][N:5]2[CH:12]=1.Br.[NH+]1C=CC=CC=1.C(=O)(O)[O-].[Na+]. The yield is 0.300. The catalyst is O. The product is [CH3:1][C:2]1[N:3]=[C:4]2[CH:9]=[CH:8][C:7]([OH:10])=[CH:6][N:5]2[CH:12]=1. (5) The reactants are Cl.[Cl:2][C:3]1[CH:4]=[C:5]2[C:9](=[CH:10][CH:11]=1)[NH:8][CH:7]=[C:6]2[CH2:12][CH2:13][NH2:14].[CH3:15][C:16]1[N:17]=[C:18]([C:24]2[CH:29]=[CH:28][CH:27]=[CH:26][CH:25]=2)[S:19][C:20]=1[C:21](Cl)=[O:22].C(N(CC)CC)C.C(OCC)(=O)C. The catalyst is ClCCl. The product is [Cl:2][C:3]1[CH:4]=[C:5]2[C:9](=[CH:10][CH:11]=1)[NH:8][CH:7]=[C:6]2[CH2:12][CH2:13][NH:14][C:21]([C:20]1[S:19][C:18]([C:24]2[CH:25]=[CH:26][CH:27]=[CH:28][CH:29]=2)=[N:17][C:16]=1[CH3:15])=[O:22]. The yield is 0.750. (6) The reactants are [CH:1]1([NH:4][C:5](=[NH:14])[C:6]2[CH:11]=[CH:10][C:9]([O:12][CH3:13])=[CH:8][CH:7]=2)[CH2:3][CH2:2]1.Br[C:16](=[CH:19]OC(C)C)[CH:17]=[O:18].C([O-])([O-])=O.[K+].[K+].C(Cl)(Cl)Cl. The catalyst is O. The product is [CH:1]1([N:4]2[C:16]([CH:17]=[O:18])=[CH:19][N:14]=[C:5]2[C:6]2[CH:11]=[CH:10][C:9]([O:12][CH3:13])=[CH:8][CH:7]=2)[CH2:2][CH2:3]1. The yield is 0.850. (7) The reactants are [OH:1][C:2]1[CH:3]=[C:4]([NH:8][C:9]([NH2:11])=[S:10])[CH:5]=[CH:6][CH:7]=1.Br[CH2:13][C:14](=O)[CH3:15]. The catalyst is CN(C=O)C. The product is [CH3:15][C:14]1[N:11]=[C:9]([NH:8][C:4]2[CH:3]=[C:2]([OH:1])[CH:7]=[CH:6][CH:5]=2)[S:10][CH:13]=1. The yield is 0.610. (8) The reactants are Br[C:2]1[CH:3]=[N:4][CH:5]=[CH:6][CH:7]=1.[CH3:8][CH:9]([OH:13])[CH2:10][CH:11]=[CH2:12].C(N(CC)CC)C.C(#N)C. The catalyst is O.C([O-])(=O)C.[Pd+2].C([O-])(=O)C.C1(C)C=CC=CC=1P(C1C=CC=CC=1C)C1C=CC=CC=1C. The product is [N:4]1[CH:5]=[CH:6][CH:7]=[C:2](/[CH:12]=[CH:11]/[CH2:10][CH:9]([OH:13])[CH3:8])[CH:3]=1. The yield is 0.810. (9) The reactants are [CH3:1][C:2]([OH:7])([CH3:6])[C:3](=[O:5])[CH3:4].[Br-:8].[Br-:9].[Br-].[NH+]1C=CC=CC=1.[NH+]1C=CC=CC=1.[NH+]1C=CC=CC=1. The catalyst is ClCCl. The product is [Br:8][CH:4]([Br:9])[C:3](=[O:5])[C:2]([OH:7])([CH3:6])[CH3:1]. The yield is 0.310.